Task: Regression/Classification. Given a drug SMILES string, predict its absorption, distribution, metabolism, or excretion properties. Task type varies by dataset: regression for continuous measurements (e.g., permeability, clearance, half-life) or binary classification for categorical outcomes (e.g., BBB penetration, CYP inhibition). Dataset: b3db_classification.. Dataset: Blood-brain barrier permeability classification from the B3DB database (1) The drug is OCC1(CO)COC(C(Cl)(Cl)Cl)OC1. The result is 1 (penetrates BBB). (2) The molecule is CN1C(=O)CCS(=O)(=O)[C@H]1c1ccc(Cl)c(Cl)c1. The result is 1 (penetrates BBB). (3) The drug is CO[C@]12CC[C@@]3(C[C@@H]1C(C)(C)O)[C@H]1Cc4ccc(O)c5c4[C@@]3(CCN1CC1CC1)[C@H]2O5. The result is 1 (penetrates BBB). (4) The result is 1 (penetrates BBB). The compound is CCN=C1Nc2ccc(Cl)cc2[C@H](c2ccccc2)S1.